Dataset: Catalyst prediction with 721,799 reactions and 888 catalyst types from USPTO. Task: Predict which catalyst facilitates the given reaction. (1) Reactant: [CH2:1]([O:3][C:4]([C:6]1[N:7]=[CH:8][C:9]2[C:14]([C:15]=1[OH:16])=[CH:13][CH:12]=[C:11]([O:17][CH2:18][C:19]1[CH:24]=[CH:23][CH:22]=[CH:21][CH:20]=1)[CH:10]=2)=[O:5])[CH3:2].[Br:25]N1C(=O)CCC1=O. Product: [CH2:1]([O:3][C:4]([C:6]1[N:7]=[C:8]([Br:25])[C:9]2[C:14]([C:15]=1[OH:16])=[CH:13][CH:12]=[C:11]([O:17][CH2:18][C:19]1[CH:24]=[CH:23][CH:22]=[CH:21][CH:20]=1)[CH:10]=2)=[O:5])[CH3:2]. The catalyst class is: 10. (2) Reactant: [N+:1]([C:4]1[CH:25]=[CH:24][C:7]([O:8][CH2:9][CH2:10][N:11]2[CH2:16][CH2:15][N:14]([C:17]([O:19][C:20]([CH3:23])([CH3:22])[CH3:21])=[O:18])[CH2:13][CH2:12]2)=[CH:6][CH:5]=1)([O-])=O. Product: [NH2:1][C:4]1[CH:5]=[CH:6][C:7]([O:8][CH2:9][CH2:10][N:11]2[CH2:12][CH2:13][N:14]([C:17]([O:19][C:20]([CH3:21])([CH3:23])[CH3:22])=[O:18])[CH2:15][CH2:16]2)=[CH:24][CH:25]=1. The catalyst class is: 29. (3) Reactant: [Cl:1][C:2]1[CH:7]=[CH:6][CH:5]=[CH:4][C:3]=1[CH:8]([CH:11]=[O:12])[CH:9]=O.O=S(Cl)[Cl:15]. Product: [Cl:15]/[CH:9]=[C:8](/[C:3]1[CH:4]=[CH:5][CH:6]=[CH:7][C:2]=1[Cl:1])\[CH:11]=[O:12]. The catalyst class is: 2. (4) Reactant: Cl.Cl.[CH2:3]([NH2:8])[C:4]#[C:5][CH2:6][NH2:7].[C:9]([O:13][C:14](O[C:14]([O:13][C:9]([CH3:12])([CH3:11])[CH3:10])=[O:15])=[O:15])([CH3:12])([CH3:11])[CH3:10]. Product: [C:9]([O:13][C:14](=[O:15])[NH:7][CH2:6][C:5]#[C:4][CH2:3][NH2:8])([CH3:12])([CH3:11])[CH3:10]. The catalyst class is: 5. (5) Reactant: [CH3:1][O:2][C:3]1[CH:15]=[CH:14][C:6]([CH2:7][N:8]2[C:12]([NH2:13])=[N:11][N:10]=[N:9]2)=[CH:5][CH:4]=1.[CH2:16]=O.C[O-].[Na+].[BH4-].[Na+]. Product: [CH3:1][O:2][C:3]1[CH:4]=[CH:5][C:6]([CH2:7][N:8]2[C:12]([NH:13][CH3:16])=[N:11][N:10]=[N:9]2)=[CH:14][CH:15]=1. The catalyst class is: 5. (6) Reactant: [NH2:1][C@H:2]([C@H:8]([C:10]1[CH:15]=[CH:14][C:13]([S:16]([CH3:19])(=[O:18])=[O:17])=[CH:12][CH:11]=1)[OH:9])[C:3]([O:5][CH2:6][CH3:7])=[O:4].C(N(CC)CC)C.[Cl:27][CH:28]([Cl:32])[C:29](Cl)=[O:30]. Product: [Cl:27][CH:28]([Cl:32])[C:29]([NH:1][C@H:2]([C@H:8]([C:10]1[CH:11]=[CH:12][C:13]([S:16]([CH3:19])(=[O:18])=[O:17])=[CH:14][CH:15]=1)[OH:9])[C:3]([O:5][CH2:6][CH3:7])=[O:4])=[O:30]. The catalyst class is: 5. (7) Reactant: [Cl:1][C:2]1[C:10]2[N:9]=[CH:8][N:7]([CH:11]3[CH2:16][CH2:15][CH2:14][CH2:13][O:12]3)[C:6]=2[CH:5]=[CH:4][C:3]=1[CH2:17][N:18](C)[C:19](=O)OC(C)(C)C.Cl.O1CCOCC1. Product: [Cl:1][C:2]1[C:10]2[N:9]=[CH:8][N:7]([CH:11]3[CH2:16][CH2:15][CH2:14][CH2:13][O:12]3)[C:6]=2[CH:5]=[CH:4][C:3]=1[CH2:17][NH:18][CH3:19]. The catalyst class is: 5.